Regression/Classification. Given a drug SMILES string, predict its absorption, distribution, metabolism, or excretion properties. Task type varies by dataset: regression for continuous measurements (e.g., permeability, clearance, half-life) or binary classification for categorical outcomes (e.g., BBB penetration, CYP inhibition). Dataset: cyp2c19_veith. From a dataset of CYP2C19 inhibition data for predicting drug metabolism from PubChem BioAssay. (1) The drug is Cc1noc(C)c1-c1nccc(Nc2ccc(F)cc2)n1. The result is 1 (inhibitor). (2) The drug is O=C(O)C1=CCCN(CCON=C(c2ccccc2)c2ccccc2)C1. The result is 1 (inhibitor). (3) The result is 0 (non-inhibitor). The molecule is Cc1cccc(CNc2ncnc3[nH]ncc23)c1. (4) The compound is O=C(CN1C(=O)C2C3C=CC(C3)C2C1=O)Nc1ccc2c(c1)OCCO2. The result is 0 (non-inhibitor). (5) The compound is CO[C@@H]1COC(=O)C/C=C\[C@@H](C)[C@@H]2C=C[C@H](O)[C@@H](COC(=O)[C@H](C)NC(=O)C/C=C\[C@H]1C)O2. The result is 0 (non-inhibitor).